Task: Predict the reactants needed to synthesize the given product.. Dataset: Full USPTO retrosynthesis dataset with 1.9M reactions from patents (1976-2016) (1) The reactants are: [CH:1]([C:3]1[N:8]=[C:7]2[CH2:9][O:10][C:11]3([CH2:14][N:13]([C:15]([O:17][C:18]([CH3:21])([CH3:20])[CH3:19])=[O:16])[CH2:12]3)[C:6]2=[CH:5][CH:4]=1)=O.CO.CC([O-])=O.[Na+].[NH2:29][OH:30].Cl. Given the product [OH:30][N:29]=[CH:1][C:3]1[N:8]=[C:7]2[CH2:9][O:10][C:11]3([CH2:14][N:13]([C:15]([O:17][C:18]([CH3:19])([CH3:20])[CH3:21])=[O:16])[CH2:12]3)[C:6]2=[CH:5][CH:4]=1, predict the reactants needed to synthesize it. (2) Given the product [C:30]([O:29][C:27]([N:12]1[C:13]2[C:18](=[CH:17][CH:16]=[C:15]([CH2:19][CH2:20][CH2:21][CH2:22][CH2:23][CH2:24][CH2:25][CH3:26])[CH:14]=2)[C:10]([CH2:9][C:4]([NH:34][C:35](=[O:37])[CH3:36])([CH2:3][OH:2])[CH2:5][OH:6])=[CH:11]1)=[O:28])([CH3:31])([CH3:32])[CH3:33], predict the reactants needed to synthesize it. The reactants are: C[O:2][C:3](=O)[C:4]([NH:34][C:35](=[O:37])[CH3:36])([CH2:9][C:10]1[C:18]2[C:13](=[CH:14][C:15]([CH2:19][CH2:20][CH2:21][CH2:22][CH2:23][CH2:24][CH2:25][CH3:26])=[CH:16][CH:17]=2)[N:12]([C:27]([O:29][C:30]([CH3:33])([CH3:32])[CH3:31])=[O:28])[CH:11]=1)[C:5](OC)=[O:6].[Li+].[BH4-]. (3) Given the product [Cl:1][C:2]1[CH:3]=[C:4]([CH:20]=[CH:21][CH:22]=1)[CH2:5][NH:6][C:7]([C:8]1[CH:13]=[CH:12][C:11]2[C:10]([CH:9]=1)=[N:16][N:33]([CH2:32][CH:31]([C:28]1[CH:27]=[CH:26][C:25]([O:24][CH3:23])=[CH:30][CH:29]=1)[N:34]1[CH2:38][CH2:37][CH2:36][CH2:35]1)[CH:14]=2)=[O:19], predict the reactants needed to synthesize it. The reactants are: [Cl:1][C:2]1[CH:3]=[C:4]([CH:20]=[CH:21][CH:22]=1)[CH2:5][NH:6][C:7](=[O:19])[C:8]1[CH:13]=[CH:12][C:11]([CH:14]=O)=[C:10]([N+:16]([O-])=O)[CH:9]=1.[CH3:23][O:24][C:25]1[CH:30]=[CH:29][C:28]([CH:31]([N:34]2[CH2:38][CH2:37][CH2:36][CH2:35]2)[CH2:32][NH2:33])=[CH:27][CH:26]=1.N1C2C(=CC=CC=2)C=N1. (4) Given the product [C:30]([C:27]1[CH:28]=[CH:29][C:24]([N:8]2[C:9]([C:12]3[CH:17]=[CH:16][C:15]([C:18]([O:20][CH3:21])=[O:19])=[CH:14][C:13]=3[O:22][CH3:23])=[CH:10][CH:11]=[C:7]2[CH2:6][CH2:5][C:4]([OH:34])=[O:3])=[C:25]([CH3:33])[CH:26]=1)(=[O:32])[NH2:31], predict the reactants needed to synthesize it. The reactants are: C([O:3][C:4](=[O:34])[CH2:5][CH2:6][C:7]1[N:8]([C:24]2[CH:29]=[CH:28][C:27]([C:30](=[O:32])[NH2:31])=[CH:26][C:25]=2[CH3:33])[C:9]([C:12]2[CH:17]=[CH:16][C:15]([C:18]([O:20][CH3:21])=[O:19])=[CH:14][C:13]=2[O:22][CH3:23])=[CH:10][CH:11]=1)C.[OH-].[Na+]. (5) Given the product [CH3:14][C:5]1[CH:6]=[CH:7][CH:8]=[C:9]2[C:4]=1[N:3]=[C:2]([C:17]1[CH:18]=[CH:19][S:15][CH:16]=1)[C:11]([CH:12]=[O:13])=[CH:10]2, predict the reactants needed to synthesize it. The reactants are: Cl[C:2]1[C:11]([CH:12]=[O:13])=[CH:10][C:9]2[C:4](=[C:5]([CH3:14])[CH:6]=[CH:7][CH:8]=2)[N:3]=1.[S:15]1[CH:19]=[CH:18][C:17](B(O)O)=[CH:16]1.C([O-])([O-])=O.[K+].[K+]. (6) Given the product [CH3:21][N:20]([CH3:22])[C:18](=[O:19])[CH2:17][N:14]1[CH2:15][CH2:16][C@@H:12]([C:4]2[N:5]3[CH:10]=[CH:9][N:8]=[C:7]([CH3:11])[C:6]3=[C:2]([C:41]3[CH:42]=[CH:43][C:38]([NH:37][C:35]([C:28]4[N:29]([CH3:34])[C:30]5[C:26]([CH:27]=4)=[C:25]([O:24][CH3:23])[CH:33]=[CH:32][CH:31]=5)=[O:36])=[C:39]([O:53][CH3:54])[CH:40]=3)[N:3]=2)[CH2:13]1, predict the reactants needed to synthesize it. The reactants are: Br[C:2]1[N:3]=[C:4]([C@@H:12]2[CH2:16][CH2:15][N:14]([CH2:17][C:18]([N:20]([CH3:22])[CH3:21])=[O:19])[CH2:13]2)[N:5]2[CH:10]=[CH:9][N:8]=[C:7]([CH3:11])[C:6]=12.[CH3:23][O:24][C:25]1[CH:33]=[CH:32][CH:31]=[C:30]2[C:26]=1[CH:27]=[C:28]([C:35]([NH:37][C:38]1[CH:43]=[CH:42][C:41](B3OC(C)(C)C(C)(C)O3)=[CH:40][C:39]=1[O:53][CH3:54])=[O:36])[N:29]2[CH3:34].